Dataset: Full USPTO retrosynthesis dataset with 1.9M reactions from patents (1976-2016). Task: Predict the reactants needed to synthesize the given product. (1) Given the product [CH2:18]([O:20][C:21](=[O:24])[CH2:22][NH:23][C:2]1[N:3]=[C:4]([NH:15][CH3:16])[C:5]2[N:11]=[C:10]([Cl:12])[N:9]=[C:8]([NH:13][CH3:14])[C:6]=2[N:7]=1)[CH3:19], predict the reactants needed to synthesize it. The reactants are: Cl[C:2]1[N:3]=[C:4]([NH:15][CH3:16])[C:5]2[N:11]=[C:10]([Cl:12])[N:9]=[C:8]([NH:13][CH3:14])[C:6]=2[N:7]=1.Cl.[CH2:18]([O:20][C:21](=[O:24])[CH2:22][NH2:23])[CH3:19].C(N(CC)C(C)C)(C)C.C([O-])(O)=O.[Na+]. (2) Given the product [SH:38][CH:22]([CH2:23][CH2:24][CH2:25][CH2:26][N:27]1[C:28](=[O:37])[C:29]2=[CH:36][CH:35]=[CH:34][CH:33]=[C:30]2[C:31]1=[O:32])[C:21]([NH:20][CH:17]1[C:18](=[O:19])[N:12]([CH:7]([CH2:8][CH:9]([CH3:11])[CH3:10])[C:6]([OH:53])=[O:5])[CH2:13][C:14]2[CH:52]=[CH:51][CH:50]=[CH:49][C:15]=2[CH2:16]1)=[O:48], predict the reactants needed to synthesize it. The reactants are: C([O:5][C:6](=[O:53])[CH:7]([N:12]1[C:18](=[O:19])[CH:17]([NH:20][C:21](=[O:48])[CH:22]([S:38]CC2C=CC(OC)=CC=2)[CH2:23][CH2:24][CH2:25][CH2:26][N:27]2[C:31](=[O:32])[C:30]3=[CH:33][CH:34]=[CH:35][CH:36]=[C:29]3[C:28]2=[O:37])[CH2:16][C:15]2[CH:49]=[CH:50][CH:51]=[CH:52][C:14]=2[CH2:13]1)[CH2:8][CH:9]([CH3:11])[CH3:10])(C)(C)C.C1(OC)C=CC=CC=1.C(Cl)(Cl)(Cl)Cl. (3) Given the product [Br:1][C:2]1[S:6][C:5]([C:7]([O:9][CH3:10])=[O:8])=[C:4]([N:12]=[CH:15][N:16]([CH3:18])[CH3:17])[CH:3]=1, predict the reactants needed to synthesize it. The reactants are: [Br:1][C:2]1[S:6][C:5]([C:7]([O:9][CH2:10]C)=[O:8])=[C:4]([NH2:12])[CH:3]=1.CO[CH:15](OC)[N:16]([CH3:18])[CH3:17]. (4) The reactants are: [Br:1][C:2]1[CH:3]=[C:4]([OH:8])[CH:5]=[CH:6][CH:7]=1.C(=O)([O-])[O-].[K+].[K+].Cl[CH2:16][CH2:17][CH2:18][O:19][CH3:20]. Given the product [Br:1][C:2]1[CH:7]=[CH:6][CH:5]=[C:4]([O:8][CH2:16][CH2:17][CH2:18][O:19][CH3:20])[CH:3]=1, predict the reactants needed to synthesize it. (5) Given the product [NH2:9][C:5]1[C:6]([F:8])=[CH:7][C:2]([Cl:1])=[C:3]([N:12]2[CH2:17][C:16]3[CH:18]=[N:19][C:20]([NH:22][CH3:23])=[CH:21][C:15]=3[N:14]([CH2:26][CH3:27])[C:13]2=[O:28])[CH:4]=1, predict the reactants needed to synthesize it. The reactants are: [Cl:1][C:2]1[CH:7]=[C:6]([F:8])[C:5]([N+:9]([O-])=O)=[CH:4][C:3]=1[N:12]1[CH2:17][C:16]2[CH:18]=[N:19][C:20]([N:22](OC)[CH3:23])=[CH:21][C:15]=2[N:14]([CH2:26][CH3:27])[C:13]1=[O:28].[H][H]. (6) The reactants are: [NH2:1][C:2]1[CH:7]=[CH:6][C:5]([CH2:8][CH2:9][CH2:10][C:11]([OH:13])=[O:12])=[CH:4][CH:3]=1.S(=O)(=O)(O)O.[NH4+].[OH-].[CH3:21]O. Given the product [NH2:1][C:2]1[CH:3]=[CH:4][C:5]([CH2:8][CH2:9][CH2:10][C:11]([O:13][CH3:21])=[O:12])=[CH:6][CH:7]=1, predict the reactants needed to synthesize it. (7) Given the product [O:19]=[C:17]1[C:16]2[C:15](=[CH:23][CH:22]=[CH:21][CH:20]=2)[N:14]=[C:4]([CH2:3][C:1]#[N:2])[NH:5]1, predict the reactants needed to synthesize it. The reactants are: [C:1]([CH2:3][C:4](=S)[NH2:5])#[N:2].BrCC.[O-]CC.[Na+].[NH2:14][C:15]1[CH:23]=[CH:22][CH:21]=[CH:20][C:16]=1[C:17]([OH:19])=O. (8) Given the product [CH3:40][N:41]([CH3:45])[CH2:42][CH2:43][NH:44][C:32]([NH:24][C:23]1[CH:25]=[CH:26][C:20]([C:11]2[N:12]=[C:13]([N:14]3[CH2:15][CH2:16][O:17][CH2:18][CH2:19]3)[C:8]3[CH:7]=[CH:6][N:5]([CH2:4][CH2:3][N:2]([CH3:27])[CH3:1])[C:9]=3[N:10]=2)=[CH:21][CH:22]=1)=[O:38], predict the reactants needed to synthesize it. The reactants are: [CH3:1][N:2]([CH3:27])[CH2:3][CH2:4][N:5]1[C:9]2[N:10]=[C:11]([C:20]3[CH:26]=[CH:25][C:23]([NH2:24])=[CH:22][CH:21]=3)[N:12]=[C:13]([N:14]3[CH2:19][CH2:18][O:17][CH2:16][CH2:15]3)[C:8]=2[CH:7]=[CH:6]1.ClC(Cl)(O[C:32](=[O:38])OC(Cl)(Cl)Cl)Cl.[CH3:40][N:41]([CH3:45])[CH2:42][CH2:43][NH2:44].